This data is from Full USPTO retrosynthesis dataset with 1.9M reactions from patents (1976-2016). The task is: Predict the reactants needed to synthesize the given product. (1) Given the product [C:10]1([N:7]2[CH:8]=[CH:9][C:5]([C:3]([OH:4])=[O:2])=[C:6]2[C:16]2[CH:21]=[CH:20][CH:19]=[CH:18][CH:17]=2)[CH:11]=[CH:12][CH:13]=[CH:14][CH:15]=1, predict the reactants needed to synthesize it. The reactants are: C[O:2][C:3]([C:5]1[CH:9]=[CH:8][N:7]([C:10]2[CH:15]=[CH:14][CH:13]=[CH:12][CH:11]=2)[C:6]=1[C:16]1[CH:21]=[CH:20][CH:19]=[CH:18][CH:17]=1)=[O:4].[OH-].[Li+].[OH-].[Na+]. (2) Given the product [Cl:21][C:22]1[CH:28]=[CH:27][C:25]([N:26]2[CH:16]=[CH:15][C:9]([C:10]([O:12][CH2:13][CH3:14])=[O:11])=[C:7]2[C:6]2[CH:18]=[CH:19][C:3]([C:1]#[N:2])=[CH:4][C:5]=2[CH3:20])=[C:24]([O:29][CH3:30])[CH:23]=1, predict the reactants needed to synthesize it. The reactants are: [C:1]([C:3]1[CH:19]=[CH:18][C:6]([C:7]([CH:9]([CH2:15][CH:16]=O)[C:10]([O:12][CH2:13][CH3:14])=[O:11])=O)=[C:5]([CH3:20])[CH:4]=1)#[N:2].[Cl:21][C:22]1[CH:28]=[CH:27][C:25]([NH2:26])=[C:24]([O:29][CH3:30])[CH:23]=1.CC1C=CC(S([O-])(=O)=O)=CC=1.C1C=C[NH+]=CC=1. (3) Given the product [Br:1][C:2]1[CH:7]=[CH:6][C:5]([Cl:8])=[CH:4][C:3]=1[C:9]1[CH:14]=[CH:13][N:12]([CH:15]([CH2:26][C:27]2[CH:32]=[CH:31][N:30]=[CH:29][CH:28]=2)[C:16]([O:18][C:19]([CH3:20])([CH3:22])[CH3:21])=[O:17])[C:11](=[O:23])[CH:10]=1, predict the reactants needed to synthesize it. The reactants are: [Br:1][C:2]1[CH:7]=[CH:6][C:5]([Cl:8])=[CH:4][C:3]=1[C:9]1[CH:14]=[CH:13][N:12]([CH2:15][C:16]([O:18][C:19]([CH3:22])([CH3:21])[CH3:20])=[O:17])[C:11](=[O:23])[CH:10]=1.Br.Br[CH2:26][C:27]1[CH:32]=[CH:31][N:30]=[CH:29][CH:28]=1. (4) Given the product [Cl:23][CH2:24][C:25]([N:17]1[CH2:16][CH2:15][C:12]2([C:11](=[O:20])[N:10]([C:7]3[CH:8]=[CH:9][C:4]([O:3][C:2]([F:1])([F:21])[F:22])=[CH:5][CH:6]=3)[CH2:14][CH2:13]2)[CH2:19][CH2:18]1)=[O:26], predict the reactants needed to synthesize it. The reactants are: [F:1][C:2]([F:22])([F:21])[O:3][C:4]1[CH:9]=[CH:8][C:7]([N:10]2[CH2:14][CH2:13][C:12]3([CH2:19][CH2:18][NH:17][CH2:16][CH2:15]3)[C:11]2=[O:20])=[CH:6][CH:5]=1.[Cl:23][CH2:24][C:25](Cl)=[O:26].